This data is from Peptide-MHC class II binding affinity with 134,281 pairs from IEDB. The task is: Regression. Given a peptide amino acid sequence and an MHC pseudo amino acid sequence, predict their binding affinity value. This is MHC class II binding data. (1) The peptide sequence is GELTIVDKIDAAFKI. The MHC is DRB1_0802 with pseudo-sequence DRB1_0802. The binding affinity (normalized) is 0.484. (2) The peptide sequence is SKAALTSKLDAAYKL. The MHC is HLA-DQA10501-DQB10201 with pseudo-sequence HLA-DQA10501-DQB10201. The binding affinity (normalized) is 0.0478. (3) The peptide sequence is PGDSLAEVELRQHGS. The MHC is HLA-DQA10401-DQB10402 with pseudo-sequence HLA-DQA10401-DQB10402. The binding affinity (normalized) is 0.384. (4) The peptide sequence is FAGAWCVPKVTFTVE. The MHC is HLA-DPA10201-DPB11401 with pseudo-sequence HLA-DPA10201-DPB11401. The binding affinity (normalized) is 0.